Dataset: Peptide-MHC class I binding affinity with 185,985 pairs from IEDB/IMGT. Task: Regression. Given a peptide amino acid sequence and an MHC pseudo amino acid sequence, predict their binding affinity value. This is MHC class I binding data. (1) The peptide sequence is NVIEDITFLR. The MHC is HLA-A03:01 with pseudo-sequence HLA-A03:01. The binding affinity (normalized) is 0.186. (2) The peptide sequence is AAPVSEPTV. The MHC is H-2-Db with pseudo-sequence H-2-Db. The binding affinity (normalized) is 0.568. (3) The binding affinity (normalized) is 0.217. The peptide sequence is GLVFHSQPI. The MHC is HLA-A02:06 with pseudo-sequence HLA-A02:06. (4) The peptide sequence is SSCSSCPLSKI. The MHC is HLA-A02:02 with pseudo-sequence HLA-A02:02. The binding affinity (normalized) is 0.0758.